Dataset: Full USPTO retrosynthesis dataset with 1.9M reactions from patents (1976-2016). Task: Predict the reactants needed to synthesize the given product. (1) Given the product [CH2:1]([O:3][C:4](=[O:22])[CH:5]=[CH:6][C:7]1[CH:12]=[CH:11][CH:10]=[C:9]([NH:13][C:14]([C:16]2[O:17][C:18]([C:33]3[CH:34]=[CH:35][CH:36]=[C:31]([O:30][CH2:23][C:24]4[CH:29]=[CH:28][CH:27]=[CH:26][CH:25]=4)[CH:32]=3)=[CH:19][CH:20]=2)=[O:15])[CH:8]=1)[CH3:2], predict the reactants needed to synthesize it. The reactants are: [CH2:1]([O:3][C:4](=[O:22])[CH:5]=[CH:6][C:7]1[CH:12]=[CH:11][CH:10]=[C:9]([NH:13][C:14]([C:16]2[O:17][C:18](Br)=[CH:19][CH:20]=2)=[O:15])[CH:8]=1)[CH3:2].[CH2:23]([O:30][C:31]1[CH:32]=[C:33](B(O)O)[CH:34]=[CH:35][CH:36]=1)[C:24]1[CH:29]=[CH:28][CH:27]=[CH:26][CH:25]=1. (2) The reactants are: [Cl:1][C:2]1[C:3]([NH:16][CH:17]2[CH2:27][CH2:26][C:20]3([CH2:25][CH2:24][NH:23][CH2:22][CH2:21]3)[CH2:19][CH2:18]2)=[N:4][C:5]([NH:8][C:9]2[C:10]([CH3:15])=[N:11][N:12]([CH3:14])[CH:13]=2)=[N:6][CH:7]=1.[C:28]([CH2:30][C:31](O)=[O:32])#[N:29].CN(C(ON1N=NC2C=CC=NC1=2)=[N+](C)C)C.F[P-](F)(F)(F)(F)F.CCN(CC)CC. Given the product [Cl:1][C:2]1[C:3]([NH:16][CH:17]2[CH2:27][CH2:26][C:20]3([CH2:25][CH2:24][N:23]([C:31](=[O:32])[CH2:30][C:28]#[N:29])[CH2:22][CH2:21]3)[CH2:19][CH2:18]2)=[N:4][C:5]([NH:8][C:9]2[C:10]([CH3:15])=[N:11][N:12]([CH3:14])[CH:13]=2)=[N:6][CH:7]=1, predict the reactants needed to synthesize it. (3) Given the product [CH:1]1([CH2:7][CH:8]([CH2:12][C:13]([N:15]2[CH2:20][CH2:19][O:18][CH2:17][CH2:16]2)=[O:14])[C:9]([NH:22][CH:23]([CH:24]([C:26]2[O:27][C:28]([CH2:31][CH3:32])=[N:29][N:30]=2)[OH:25])[CH2:33][CH2:34][CH3:35])=[O:11])[CH2:2][CH2:3][CH2:4][CH2:5][CH2:6]1, predict the reactants needed to synthesize it. The reactants are: [CH:1]1([CH2:7][CH:8]([CH2:12][C:13]([N:15]2[CH2:20][CH2:19][O:18][CH2:17][CH2:16]2)=[O:14])[C:9]([OH:11])=O)[CH2:6][CH2:5][CH2:4][CH2:3][CH2:2]1.Cl.[NH2:22][CH:23]([CH2:33][CH2:34][CH3:35])[CH:24]([C:26]1[O:27][C:28]([CH2:31][CH3:32])=[N:29][N:30]=1)[OH:25].C1C=CC2N(O)N=NC=2C=1.C(Cl)CCl.CN1CCOCC1. (4) Given the product [Cl:8][C:5]1[CH:6]=[CH:7][C:2]([C:28]2([O:49][CH3:20])[C@H:27]([OH:26])[C@@H:32]([OH:33])[C@H:31]([OH:38])[C@@H:30]([CH2:43][OH:44])[O:29]2)=[CH:3][C:4]=1[CH2:9][C:10]1[CH:15]=[CH:14][C:13]([O:16][CH2:17][CH3:18])=[CH:12][CH:11]=1, predict the reactants needed to synthesize it. The reactants are: Br[C:2]1[CH:7]=[CH:6][C:5]([Cl:8])=[C:4]([CH2:9][C:10]2[CH:15]=[CH:14][C:13]([O:16][CH2:17][CH3:18])=[CH:12][CH:11]=2)[CH:3]=1.[Li][CH2:20]CCC.C[Si](C)(C)[O:26][C@@H:27]1[C@@H:32]([O:33][Si](C)(C)C)[C@H:31]([O:38][Si](C)(C)C)[C@@H:30]([CH2:43][O:44][Si](C)(C)C)[O:29][C:28]1=[O:49].CS(O)(=O)=O.